Task: Predict which catalyst facilitates the given reaction.. Dataset: Catalyst prediction with 721,799 reactions and 888 catalyst types from USPTO (1) Reactant: [Br:1][C:2]1[CH:3]=[C:4]2[C:8](=[CH:9][CH:10]=1)[NH:7][C:6](=[O:11])[CH2:5]2.[CH2:12]([N:14]([CH2:29][CH3:30])[CH2:15][CH2:16][NH:17][C:18]([C:20]1[C:24]([CH3:25])=[C:23]([CH:26]=O)[NH:22][C:21]=1[CH3:28])=[O:19])[CH3:13].N1CCCCC1. Product: [Br:1][C:2]1[CH:3]=[C:4]2[C:8](=[CH:9][CH:10]=1)[NH:7][C:6](=[O:11])/[C:5]/2=[CH:26]\[C:23]1[NH:22][C:21]([CH3:28])=[C:20]([C:18]([NH:17][CH2:16][CH2:15][N:14]([CH2:29][CH3:30])[CH2:12][CH3:13])=[O:19])[C:24]=1[CH3:25]. The catalyst class is: 14. (2) Product: [NH2:1][C:2]1[N:3]([CH3:22])[C:4](=[O:21])[C@:5]2([N:20]=1)[C:14]1[CH:13]=[C:12]([C:26]3[CH:27]=[N:28][CH:29]=[C:24]([Cl:23])[CH:25]=3)[CH:11]=[CH:10][C:9]=1[O:8][C@H:7]1[CH2:16][CH2:17][CH2:18][O:19][C@H:6]21. The catalyst class is: 77. Reactant: [NH2:1][C:2]1[N:3]([CH3:22])[C:4](=[O:21])[C@:5]2([N:20]=1)[C:14]1[CH:13]=[C:12](Br)[CH:11]=[CH:10][C:9]=1[O:8][C@H:7]1[CH2:16][CH2:17][CH2:18][O:19][C@H:6]21.[Cl:23][C:24]1[CH:25]=[C:26](B(O)O)[CH:27]=[N:28][CH:29]=1.C(=O)([O-])[O-].[K+].[K+]. (3) Reactant: [F:1][C:2]1[CH:3]=[CH:4][C:5]([N+:17]([O-])=O)=[C:6]([NH:8][C:9]2[CH:14]=[CH:13][CH:12]=[C:11]([O:15][CH3:16])[CH:10]=2)[CH:7]=1. Product: [F:1][C:2]1[CH:7]=[C:6]([NH:8][C:9]2[CH:14]=[CH:13][CH:12]=[C:11]([O:15][CH3:16])[CH:10]=2)[C:5]([NH2:17])=[CH:4][CH:3]=1. The catalyst class is: 25.